Dataset: Catalyst prediction with 721,799 reactions and 888 catalyst types from USPTO. Task: Predict which catalyst facilitates the given reaction. Reactant: [NH2:1][C:2]1[C:3]2[C:13](=[O:14])[N:12]([C:15]3[CH:20]=[CH:19][C:18]([C@H:21]4[CH2:26][CH2:25][C@H:24]([CH2:27][C:28]([OH:30])=[O:29])[CH2:23][CH2:22]4)=[CH:17][CH:16]=3)[CH2:11][CH2:10][C:4]=2[N:5]=[C:6]([O:8][CH3:9])[N:7]=1.CO.[OH-].[K+:34]. Product: [NH2:1][C:2]1[C:3]2[C:13](=[O:14])[N:12]([C:15]3[CH:20]=[CH:19][C:18]([C@H:21]4[CH2:22][CH2:23][C@H:24]([CH2:27][C:28]([O-:30])=[O:29])[CH2:25][CH2:26]4)=[CH:17][CH:16]=3)[CH2:11][CH2:10][C:4]=2[N:5]=[C:6]([O:8][CH3:9])[N:7]=1.[K+:34]. The catalyst class is: 1.